Dataset: Catalyst prediction with 721,799 reactions and 888 catalyst types from USPTO. Task: Predict which catalyst facilitates the given reaction. (1) Reactant: [N:1]([C@@H:4]([C:7]1[CH:8]=[N:9][C:10]([CH:13]([F:15])[F:14])=[CH:11][CH:12]=1)[CH2:5][OH:6])=[N+]=[N-].C1C=CC(P(C2C=CC=CC=2)C2C=CC=CC=2)=CC=1.O.Cl. Product: [NH2:1][C@@H:4]([C:7]1[CH:8]=[N:9][C:10]([CH:13]([F:15])[F:14])=[CH:11][CH:12]=1)[CH2:5][OH:6]. The catalyst class is: 1. (2) Reactant: [CH2:1]([N:8]1[CH2:13][CH2:12][N:11]([C:14]2[C:23]3[C:18](=[CH:19][CH:20]=[C:21](Br)[CH:22]=3)[N:17]=[N:16][CH:15]=2)[CH2:10][CH2:9]1)[C:2]1[CH:7]=[CH:6][CH:5]=[CH:4][CH:3]=1.[Li]CCCC.[Cl:30][C:31]1[CH:36]=[CH:35][C:34]([C:37]([C:39]2[CH:44]=[CH:43][C:42]([Cl:45])=[CH:41][CH:40]=2)=[O:38])=[CH:33][CH:32]=1. Product: [CH2:1]([N:8]1[CH2:13][CH2:12][N:11]([C:14]2[C:23]3[C:18](=[CH:19][CH:20]=[C:21]([C:37]([C:34]4[CH:35]=[CH:36][C:31]([Cl:30])=[CH:32][CH:33]=4)([C:39]4[CH:40]=[CH:41][C:42]([Cl:45])=[CH:43][CH:44]=4)[OH:38])[CH:22]=3)[N:17]=[N:16][CH:15]=2)[CH2:10][CH2:9]1)[C:2]1[CH:7]=[CH:6][CH:5]=[CH:4][CH:3]=1. The catalyst class is: 1.